Predict the product of the given reaction. From a dataset of Forward reaction prediction with 1.9M reactions from USPTO patents (1976-2016). Given the reactants [N:1]([C@@H:4]1[C@H:9]([N:10]=C(C2C=CC=CC=2)C2C=CC=CC=2)[CH2:8][CH2:7][N:6]([C:24]([O:26][CH2:27][C:28]2[CH:33]=[CH:32][CH:31]=[CH:30][CH:29]=2)=[O:25])[CH2:5]1)=[N+:2]=[N-:3].CC1C=CC(S([O-])(=O)=O)=CC=1.C1C=C[NH+]=CC=1.CCOC(C)=O.C(C1C=CC=CC=1)(=O)C1C=CC=CC=1, predict the reaction product. The product is: [NH2:10][C@@H:9]1[CH2:8][CH2:7][N:6]([C:24]([O:26][CH2:27][C:28]2[CH:33]=[CH:32][CH:31]=[CH:30][CH:29]=2)=[O:25])[CH2:5][C@@H:4]1[N:1]=[N+:2]=[N-:3].